From a dataset of Full USPTO retrosynthesis dataset with 1.9M reactions from patents (1976-2016). Predict the reactants needed to synthesize the given product. (1) Given the product [CH3:18][N:2]([CH3:1])[C:3]1([CH2:10][CH2:11][C:12]2[CH:13]=[CH:14][CH:15]=[CH:16][CH:17]=2)[CH2:8][CH2:7][C:6]([CH2:11][CH2:10][C:3]2[CH:8]=[CH:7][CH:6]=[CH:5][CH:4]=2)([OH:9])[CH2:5][CH2:4]1, predict the reactants needed to synthesize it. The reactants are: [CH3:1][N:2]([CH3:18])[C:3]1([CH2:10][CH2:11][C:12]2[CH:17]=[CH:16][CH:15]=[CH:14][CH:13]=2)[CH2:8][CH2:7][C:6](=[O:9])[CH2:5][CH2:4]1.[Cl-].[NH4+]. (2) The reactants are: [CH3:1][CH:2]([C:8]([O:10]CC)=O)[C:3]([O:5][CH2:6][CH3:7])=[O:4].N1C=CC=CC=1.[Cl:19][C:20]1[C:26]([F:27])=[CH:25][CH:24]=[CH:23][C:21]=1[NH2:22]. Given the product [Cl:19][C:20]1[C:26]([F:27])=[CH:25][CH:24]=[CH:23][C:21]=1[NH:22][C:8](=[O:10])[CH:2]([CH3:1])[C:3]([O:5][CH2:6][CH3:7])=[O:4], predict the reactants needed to synthesize it. (3) Given the product [C:37]([O:41][C:42](=[O:61])[N:43]([CH2:20][C:22]([F:25])([F:24])[F:23])[C:44]1[CH:45]=[N:46][CH:47]=[CH:48][C:49]=1[C:50]1[CH:55]=[CH:54][CH:53]=[CH:52][C:51]=1[O:56][C:57]([F:58])([F:59])[F:60])([CH3:40])([CH3:38])[CH3:39], predict the reactants needed to synthesize it. The reactants are: ClC1C=CC=CC=1C1C=CN=CC=1N(CCS(C)(=O)=O)C(=O)C1C=[C:20]([C:22]([F:25])([F:24])[F:23])C=[C:20]([C:22]([F:25])([F:24])[F:23])C=1.[C:37]([O:41][C:42](=[O:61])[NH:43][C:44]1[CH:45]=[N:46][CH:47]=[CH:48][C:49]=1[C:50]1[CH:55]=[CH:54][CH:53]=[CH:52][C:51]=1[O:56][C:57]([F:60])([F:59])[F:58])([CH3:40])([CH3:39])[CH3:38].FC(F)(F)S(OCC(F)(F)F)(=O)=O. (4) The reactants are: Cl[CH2:2][C:3]([NH:5][C@H:6]([CH:25]([CH3:27])[CH3:26])[C:7]([N:9]1[CH2:14][CH2:13][C@@:12]([C:16]2[CH:21]=[CH:20][C:19]([Cl:22])=[CH:18][CH:17]=2)([OH:15])[C:11]([CH3:24])([CH3:23])[CH2:10]1)=[O:8])=[O:4].C(=O)([O-])[O-].[K+].[K+].[OH:34][C:35]1[CH:44]=[CH:43][CH:42]=[CH:41][C:36]=1[C:37]([O:39][CH3:40])=[O:38].CS(C)=O. Given the product [Cl:22][C:19]1[CH:20]=[CH:21][C:16]([C@@:12]2([OH:15])[CH2:13][CH2:14][N:9]([C:7](=[O:8])[C@H:6]([NH:5][C:3](=[O:4])[CH2:2][O:34][C:35]3[CH:44]=[CH:43][CH:42]=[CH:41][C:36]=3[C:37]([O:39][CH3:40])=[O:38])[CH:25]([CH3:27])[CH3:26])[CH2:10][C:11]2([CH3:23])[CH3:24])=[CH:17][CH:18]=1, predict the reactants needed to synthesize it.